This data is from Forward reaction prediction with 1.9M reactions from USPTO patents (1976-2016). The task is: Predict the product of the given reaction. (1) Given the reactants C(OC(=O)[NH:7][CH2:8][CH2:9][C:10](=[O:16])[NH:11][C:12]([CH3:15])([CH3:14])[CH3:13])(C)(C)C.[F:18][C:19]([F:24])([F:23])[C:20]([OH:22])=[O:21], predict the reaction product. The product is: [NH2:7][CH2:8][CH2:9][C:10]([NH:11][C:12]([CH3:15])([CH3:14])[CH3:13])=[O:16].[C:20]([OH:22])([C:19]([F:24])([F:23])[F:18])=[O:21]. (2) Given the reactants [Br:1][C:2]1[CH:7]=[CH:6][C:5]([C@@H:8]([NH2:10])[CH3:9])=[CH:4][CH:3]=1.[C:11](OC(=O)C)(=[O:13])[CH3:12], predict the reaction product. The product is: [Br:1][C:2]1[CH:7]=[CH:6][C:5]([C@@H:8]([NH:10][C:11](=[O:13])[CH3:12])[CH3:9])=[CH:4][CH:3]=1. (3) The product is: [CH3:26][O:27][C:28]1[CH:33]=[C:32]([CH3:34])[N:31]=[C:30]([N:35]2[CH2:36][CH2:37][N:38]([CH2:12][CH2:13][CH2:14][C:15]3[C:23]4[C:18](=[CH:19][CH:20]=[C:21]([C:24]#[N:25])[CH:22]=4)[NH:17][CH:16]=3)[CH2:39][CH2:40]2)[N:29]=1. Given the reactants CC1C=CC(S(O[CH2:12][CH2:13][CH2:14][C:15]2[C:23]3[C:18](=[CH:19][CH:20]=[C:21]([C:24]#[N:25])[CH:22]=3)[NH:17][CH:16]=2)(=O)=O)=CC=1.[CH3:26][O:27][C:28]1[CH:33]=[C:32]([CH3:34])[N:31]=[C:30]([N:35]2[CH2:40][CH2:39][NH:38][CH2:37][CH2:36]2)[N:29]=1.C(=O)([O-])[O-].[K+].[K+].[I-].[K+], predict the reaction product. (4) Given the reactants Br[C:2]1[N:3]=[CH:4][C:5]([NH2:15])=[N:6][C:7]=1[C:8]1[CH:13]=[CH:12][CH:11]=[C:10]([F:14])[CH:9]=1.[Cl:16][C:17]1[CH:18]=[N:19][CH:20]=[CH:21][C:22]=1B(O)O.C(=O)([O-])[O-].[Cs+].[Cs+], predict the reaction product. The product is: [Cl:16][C:17]1[CH:18]=[N:19][CH:20]=[CH:21][C:22]=1[C:2]1[N:3]=[CH:4][C:5]([NH2:15])=[N:6][C:7]=1[C:8]1[CH:13]=[CH:12][CH:11]=[C:10]([F:14])[CH:9]=1.